Dataset: Forward reaction prediction with 1.9M reactions from USPTO patents (1976-2016). Task: Predict the product of the given reaction. Given the reactants [N:1]([CH2:4][C:5]1[CH:10]=[CH:9][N:8]=[CH:7][C:6]=1[F:11])=[N+]=[N-], predict the reaction product. The product is: [F:11][C:6]1[CH:7]=[N:8][CH:9]=[CH:10][C:5]=1[CH2:4][NH2:1].